From a dataset of Reaction yield outcomes from USPTO patents with 853,638 reactions. Predict the reaction yield, written as a fraction of the theoretical maximum amount of product (1.0 means a 100% yield; for example, 0.34 means a 34% yield). (1) The reactants are [Cl:1][C:2]1[CH:9]=[CH:8][C:5]([CH:6]=[O:7])=[C:4](F)[CH:3]=1.[NH:11]1[CH2:16][CH2:15][CH:14]([C:17]([NH2:19])=[O:18])[CH2:13][CH2:12]1.C([O-])([O-])=O.[K+].[K+].CC(N(C)C)=O. The catalyst is CCOC(C)=O. The product is [Cl:1][C:2]1[CH:9]=[CH:8][C:5]([CH:6]=[O:7])=[C:4]([N:11]2[CH2:16][CH2:15][CH:14]([C:17]([NH2:19])=[O:18])[CH2:13][CH2:12]2)[CH:3]=1. The yield is 0.410. (2) The reactants are [Cl:1][C:2]1[CH:3]=[C:4]([CH:9]([C:22]([F:25])([F:24])[F:23])/[CH:10]=[CH:11]/[C:12]2[CH:20]=[CH:19][C:15]([C:16]([OH:18])=O)=[C:14]([CH3:21])[CH:13]=2)[CH:5]=[C:6]([Cl:8])[CH:7]=1.[F:26][C:27]([F:31])([F:30])[CH2:28][NH2:29].O.ON1C2C=CC=CC=2N=N1.Cl.CN(C)CCCN=C=NCC.C(N(CC)C(C)C)(C)C. The catalyst is CN(C=O)C.O. The product is [Cl:8][C:6]1[CH:5]=[C:4]([CH:9]([C:22]([F:25])([F:24])[F:23])/[CH:10]=[CH:11]/[C:12]2[CH:20]=[CH:19][C:15]([C:16]([NH:29][CH2:28][C:27]([F:31])([F:30])[F:26])=[O:18])=[C:14]([CH3:21])[CH:13]=2)[CH:3]=[C:2]([Cl:1])[CH:7]=1. The yield is 0.500. (3) The reactants are Br[C:2]1[N:3]=[C:4]2[C:10]([C:11](=[O:16])[C:12]([CH3:15])([CH3:14])[CH3:13])=[CH:9][N:8]([CH2:17][O:18][CH2:19][CH2:20][Si:21]([CH3:24])([CH3:23])[CH3:22])[C:5]2=[N:6][CH:7]=1.[CH3:25][NH:26][C:27]1[CH:32]=[CH:31][CH:30]=[CH:29][CH:28]=1.C1C=CC(P(C2C(C3C(P(C4C=CC=CC=4)C4C=CC=CC=4)=CC=C4C=3C=CC=C4)=C3C(C=CC=C3)=CC=2)C2C=CC=CC=2)=CC=1.C(=O)([O-])[O-].[Cs+].[Cs+]. The catalyst is C1(C)C=CC=CC=1.C1C=CC(/C=C/C(/C=C/C2C=CC=CC=2)=O)=CC=1.C1C=CC(/C=C/C(/C=C/C2C=CC=CC=2)=O)=CC=1.C1C=CC(/C=C/C(/C=C/C2C=CC=CC=2)=O)=CC=1.[Pd].[Pd]. The product is [CH3:13][C:12]([CH3:15])([CH3:14])[C:11]([C:10]1[C:4]2[C:5](=[N:6][CH:7]=[C:2]([N:26]([CH3:25])[C:27]3[CH:32]=[CH:31][CH:30]=[CH:29][CH:28]=3)[N:3]=2)[N:8]([CH2:17][O:18][CH2:19][CH2:20][Si:21]([CH3:24])([CH3:23])[CH3:22])[CH:9]=1)=[O:16]. The yield is 0.370. (4) The reactants are [F:1][C:2]1[CH:25]=[CH:24][C:5]([CH2:6][N:7]2[C:11]3=[N:12][C:13]([C:16]4[CH:23]=[CH:22][C:19]([CH:20]=[O:21])=[CH:18][CH:17]=4)=[CH:14][CH:15]=[C:10]3[N:9]=[N:8]2)=[CH:4][CH:3]=1.[BH4-].[Na+]. The catalyst is CO. The product is [F:1][C:2]1[CH:25]=[CH:24][C:5]([CH2:6][N:7]2[C:11]3=[N:12][C:13]([C:16]4[CH:23]=[CH:22][C:19]([CH2:20][OH:21])=[CH:18][CH:17]=4)=[CH:14][CH:15]=[C:10]3[N:9]=[N:8]2)=[CH:4][CH:3]=1. The yield is 0.460. (5) The yield is 0.970. No catalyst specified. The reactants are [Br:1][C:2]1[CH:7]=[CH:6][C:5]([S:8](Cl)(=[O:10])=[O:9])=[C:4]([CH2:12][CH3:13])[CH:3]=1.[CH3:14][N:15]1[CH2:20][CH2:19][NH:18][CH2:17][CH2:16]1. The product is [Br:1][C:2]1[CH:7]=[CH:6][C:5]([S:8]([N:18]2[CH2:19][CH2:20][N:15]([CH3:14])[CH2:16][CH2:17]2)(=[O:10])=[O:9])=[C:4]([CH2:12][CH3:13])[CH:3]=1. (6) The reactants are [Cl:1][C:2]1[N:7]=[C:6](Cl)[CH:5]=[C:4]([C:9]2[CH:14]=[CH:13][CH:12]=[CH:11][CH:10]=2)[N:3]=1.[NH2:15][C:16]1[CH:20]=[C:19]([CH3:21])[NH:18][N:17]=1.C(N(CC)CC)C.[I-].[Na+]. The catalyst is CN(C=O)C. The product is [Cl:1][C:2]1[N:7]=[C:6]([NH:15][C:16]2[NH:17][N:18]=[C:19]([CH3:21])[CH:20]=2)[CH:5]=[C:4]([C:9]2[CH:14]=[CH:13][CH:12]=[CH:11][CH:10]=2)[N:3]=1. The yield is 0.620. (7) The reactants are [C:1]([O-])(=O)C.[Na+].[NH2:6][C:7]1[CH:8]=[C:9]([C:20]2[CH:21]=[N:22][C:23]([N:26]3[CH2:31][CH2:30][C:29]([CH2:37][CH3:38])([C:32]([O:34][CH2:35][CH3:36])=[O:33])[CH2:28][CH2:27]3)=[N:24][CH:25]=2)[CH:10]=[C:11]([C:14]2[CH:19]=[CH:18][CH:17]=[CH:16][N:15]=2)[C:12]=1[NH2:13].[CH2:39]([N:41](CC)[C:42]([NH2:44])=[O:43])[CH3:40].[N+](C1C=CC(CSC(=N)N)=CC=1)([O-])=O. The catalyst is O.S(=O)(=O)(O)O.COCCOC. The product is [CH2:37]([C:29]1([C:32]([O:34][CH2:35][CH3:36])=[O:33])[CH2:30][CH2:31][N:26]([C:23]2[N:22]=[CH:21][C:20]([C:9]3[CH:10]=[C:11]([C:14]4[CH:19]=[CH:18][CH:17]=[CH:16][N:15]=4)[C:12]4[NH:13][C:1]([NH:44][C:42]([NH:41][CH2:39][CH3:40])=[O:43])=[N:6][C:7]=4[CH:8]=3)=[CH:25][N:24]=2)[CH2:27][CH2:28]1)[CH3:38]. The yield is 0.600.